From a dataset of Forward reaction prediction with 1.9M reactions from USPTO patents (1976-2016). Predict the product of the given reaction. The product is: [F:29][C:30]1[CH:38]=[CH:37][C:33]([CH:34]([NH:36][C:2]2[N:7]=[C:6]([O:8][C:9]3[C:14]4[N:15]=[C:16]([NH2:18])[S:17][C:13]=4[CH:12]=[CH:11][CH:10]=3)[CH:5]=[C:4]([C:19]3[CH:20]=[CH:21][C:22]([C:25]([F:27])([F:28])[F:26])=[CH:23][CH:24]=3)[N:3]=2)[CH3:35])=[CH:32][CH:31]=1. Given the reactants Cl[C:2]1[N:7]=[C:6]([O:8][C:9]2[C:14]3[N:15]=[C:16]([NH2:18])[S:17][C:13]=3[CH:12]=[CH:11][CH:10]=2)[CH:5]=[C:4]([C:19]2[CH:24]=[CH:23][C:22]([C:25]([F:28])([F:27])[F:26])=[CH:21][CH:20]=2)[N:3]=1.[F:29][C:30]1[CH:38]=[CH:37][C:33]([CH:34]([NH2:36])[CH3:35])=[CH:32][CH:31]=1, predict the reaction product.